From a dataset of Reaction yield outcomes from USPTO patents with 853,638 reactions. Predict the reaction yield, written as a fraction of the theoretical maximum amount of product (1.0 means a 100% yield; for example, 0.34 means a 34% yield). (1) The reactants are [Cl:1][C:2]1[CH:3]=[CH:4][C:5]([C:20]([F:23])([F:22])[F:21])=[C:6]([CH:19]=1)[CH2:7][N:8]1[CH2:13][CH2:12][NH:11][C:10]2[N:14]=[CH:15][C:16](I)=[CH:17][C:9]1=2.[N:24]1([CH:29]2[CH2:34][CH2:33][N:32]([C:35]([C:37]3[CH:42]=[CH:41][C:40](B4OC(C)(C)C(C)(C)O4)=[CH:39][CH:38]=3)=[O:36])[CH2:31][CH2:30]2)[CH2:28][CH2:27][CH2:26][CH2:25]1. No catalyst specified. The product is [Cl:1][C:2]1[CH:3]=[CH:4][C:5]([C:20]([F:23])([F:22])[F:21])=[C:6]([CH:19]=1)[CH2:7][N:8]1[CH2:13][CH2:12][NH:11][C:10]2[N:14]=[CH:15][C:16]([C:40]3[CH:41]=[CH:42][C:37]([C:35]([N:32]4[CH2:31][CH2:30][CH:29]([N:24]5[CH2:25][CH2:26][CH2:27][CH2:28]5)[CH2:34][CH2:33]4)=[O:36])=[CH:38][CH:39]=3)=[CH:17][C:9]1=2. The yield is 0.190. (2) The reactants are C[O:2][C:3]([C:5]1[CH:10]=[CH:9][C:8]([C:11]2[C:12]([CH3:54])([CH3:53])[C@H:13]3[C@:26]([CH3:29])([CH2:27][CH:28]=2)[C@@H:25]2[C@:16]([CH3:52])([C@@:17]4([CH3:51])[C@H:22]([CH2:23][CH2:24]2)[C@H:21]2[C@H:30]([C:33]([CH3:35])=[CH2:34])[CH2:31][CH2:32][C@:20]2([NH:36][CH2:37][CH:38]2[CH2:43][CH2:42][CH2:41][N:40]([C:44]([O:46][C:47]([CH3:50])([CH3:49])[CH3:48])=[O:45])[CH2:39]2)[CH2:19][CH2:18]4)[CH2:15][CH2:14]3)=[CH:7][CH:6]=1)=[O:4].[OH-].[Na+]. The catalyst is O1CCOCC1.CO. The product is [C:47]([O:46][C:44]([N:40]1[CH2:41][CH2:42][CH2:43][CH:38]([CH2:37][NH:36][C@:20]23[CH2:32][CH2:31][C@@H:30]([C:33]([CH3:35])=[CH2:34])[C@@H:21]2[C@@H:22]2[C@@:17]([CH3:51])([CH2:18][CH2:19]3)[C@@:16]3([CH3:52])[C@@H:25]([C@:26]4([CH3:29])[C@@H:13]([CH2:14][CH2:15]3)[C:12]([CH3:54])([CH3:53])[C:11]([C:8]3[CH:7]=[CH:6][C:5]([C:3]([OH:4])=[O:2])=[CH:10][CH:9]=3)=[CH:28][CH2:27]4)[CH2:24][CH2:23]2)[CH2:39]1)=[O:45])([CH3:48])([CH3:49])[CH3:50]. The yield is 0.560. (3) The reactants are [NH2:1][C:2]1[CH:3]=[C:4]([C:8]2[CH:9]=[C:10]3[C:15](=[CH:16][CH:17]=2)[CH:14]=[C:13]([OH:18])[CH:12]=[CH:11]3)[CH:5]=[CH:6][CH:7]=1.C(=O)([O-])[O-].[Cs+].[Cs+].Cl[CH2:26][C:27]1[C:28]([C:35]2[C:40]([Cl:41])=[CH:39][CH:38]=[CH:37][C:36]=2[Cl:42])=[N:29][O:30][C:31]=1[CH:32]([CH3:34])[CH3:33].C(OCC)(=O)C. The catalyst is CN(C)C=O.O. The product is [Cl:41][C:40]1[CH:39]=[CH:38][CH:37]=[C:36]([Cl:42])[C:35]=1[C:28]1[C:27]([CH2:26][O:18][C:13]2[CH:14]=[C:15]3[C:10](=[CH:11][CH:12]=2)[CH:9]=[C:8]([C:4]2[CH:3]=[C:2]([CH:7]=[CH:6][CH:5]=2)[NH2:1])[CH:17]=[CH:16]3)=[C:31]([CH:32]([CH3:34])[CH3:33])[O:30][N:29]=1. The yield is 0.600. (4) The reactants are [Cl:1][C:2]1[CH:10]=[CH:9][CH:8]=[C:7]2[C:3]=1[C:4](=[O:12])[C:5](=[O:11])[NH:6]2.[H-].[Na+].Br[CH:16]([C:23]1[CH:28]=[CH:27][CH:26]=[CH:25][CH:24]=1)[C:17]1[CH:22]=[CH:21][CH:20]=[CH:19][CH:18]=1. The catalyst is CN(C)C=O.C(OCC)(=O)C. The product is [Cl:1][C:2]1[CH:10]=[CH:9][CH:8]=[C:7]2[C:3]=1[C:4](=[O:12])[C:5](=[O:11])[N:6]2[CH:16]([C:17]1[CH:22]=[CH:21][CH:20]=[CH:19][CH:18]=1)[C:23]1[CH:28]=[CH:27][CH:26]=[CH:25][CH:24]=1. The yield is 0.810. (5) The reactants are C(N1CCN(C2C=CC([NH:20][C:21]3[C:26]([F:27])=[CH:25][N:24]=[C:23](Cl)[N:22]=3)=CC=2)CC1)C1C=CC=CC=1.[CH2:29]1[CH2:39][O:38][C:37]2[CH:36]=[CH:35][C:33]([NH2:34])=[CH:32][C:31]=2[O:30]1. No catalyst specified. The product is [CH2:29]1[CH2:39][O:38][C:37]2[CH:36]=[CH:35][C:33]([NH:34][C:23]3[N:22]=[C:21]([NH2:20])[C:26]([F:27])=[CH:25][N:24]=3)=[CH:32][C:31]=2[O:30]1. The yield is 0.630.